This data is from Full USPTO retrosynthesis dataset with 1.9M reactions from patents (1976-2016). The task is: Predict the reactants needed to synthesize the given product. (1) Given the product [CH2:1]([NH:3][C:4]([C:6]1[CH:11]=[CH:10][C:9]([N:12]2[CH:16]=[C:15]([C:17]([O:19][CH2:20][CH3:21])=[O:18])[N:14]=[N:13]2)=[C:8]([O:22][CH2:24][CH2:25][CH2:26][C:27]2[CH:32]=[CH:31][CH:30]=[CH:29][CH:28]=2)[CH:7]=1)=[O:5])[CH3:2], predict the reactants needed to synthesize it. The reactants are: [CH2:1]([NH:3][C:4]([C:6]1[CH:11]=[CH:10][C:9]([N:12]2[CH:16]=[C:15]([C:17]([O:19][CH2:20][CH3:21])=[O:18])[N:14]=[N:13]2)=[C:8]([OH:22])[CH:7]=1)=[O:5])[CH3:2].Br[CH2:24][CH2:25][CH2:26][C:27]1[CH:32]=[CH:31][CH:30]=[CH:29][CH:28]=1.C(=O)([O-])[O-].[K+].[K+].O. (2) Given the product [CH2:1]([O:3][C:4]([C:6]1[C:10]2[CH:11]=[CH:12][C:13]([OH:15])=[CH:14][C:9]=2[O:8][CH:7]=1)=[O:5])[CH3:2], predict the reactants needed to synthesize it. The reactants are: [CH2:1]([O:3][C:4]([C:6]1[C:10]2[CH:11]=[CH:12][C:13]([O:15]C)=[CH:14][C:9]=2[O:8][CH:7]=1)=[O:5])[CH3:2].B(Br)(Br)Br.C(=O)([O-])O.[Na+].